This data is from Forward reaction prediction with 1.9M reactions from USPTO patents (1976-2016). The task is: Predict the product of the given reaction. Given the reactants C[O:2][C:3](=O)[C:4]1[CH:9]=[CH:8][CH:7]=[C:6]([N:10]([CH2:12][C@@H:13]2[C@@H:18]([OH:19])[C@H:17]([OH:20])[C@@H:16]([OH:21])[C@H:15]([C:22]3[CH:27]=[CH:26][C:25]([Cl:28])=[C:24]([CH2:29][C:30]4[CH:35]=[CH:34][C:33]([O:36][CH2:37][CH3:38])=[CH:32][CH:31]=4)[CH:23]=3)[O:14]2)[CH3:11])[CH:5]=1.[NH:40]1[CH2:44][CH2:43][CH2:42][CH2:41]1, predict the reaction product. The product is: [Cl:28][C:25]1[CH:26]=[CH:27][C:22]([C@@H:15]2[O:14][C@H:13]([CH2:12][N:10]([CH3:11])[C:6]3[CH:5]=[C:4]([C:3]([N:40]4[CH2:44][CH2:43][CH2:42][CH2:41]4)=[O:2])[CH:9]=[CH:8][CH:7]=3)[C@@H:18]([OH:19])[C@H:17]([OH:20])[C@H:16]2[OH:21])=[CH:23][C:24]=1[CH2:29][C:30]1[CH:35]=[CH:34][C:33]([O:36][CH2:37][CH3:38])=[CH:32][CH:31]=1.